Dataset: NCI-60 drug combinations with 297,098 pairs across 59 cell lines. Task: Regression. Given two drug SMILES strings and cell line genomic features, predict the synergy score measuring deviation from expected non-interaction effect. (1) Synergy scores: CSS=0.519, Synergy_ZIP=0.0472, Synergy_Bliss=-1.93, Synergy_Loewe=-2.32, Synergy_HSA=-3.39. Drug 1: C1CC(=O)NC(=O)C1N2CC3=C(C2=O)C=CC=C3N. Drug 2: CN(C)N=NC1=C(NC=N1)C(=O)N. Cell line: EKVX. (2) Drug 1: C1=CC(=C2C(=C1NCCNCCO)C(=O)C3=C(C=CC(=C3C2=O)O)O)NCCNCCO. Drug 2: CC1OCC2C(O1)C(C(C(O2)OC3C4COC(=O)C4C(C5=CC6=C(C=C35)OCO6)C7=CC(=C(C(=C7)OC)O)OC)O)O. Cell line: A549. Synergy scores: CSS=65.7, Synergy_ZIP=2.11, Synergy_Bliss=1.82, Synergy_Loewe=6.03, Synergy_HSA=8.63. (3) Drug 1: CC(CN1CC(=O)NC(=O)C1)N2CC(=O)NC(=O)C2. Drug 2: C1=NNC2=C1C(=O)NC=N2. Cell line: SN12C. Synergy scores: CSS=25.9, Synergy_ZIP=-3.38, Synergy_Bliss=3.37, Synergy_Loewe=-15.7, Synergy_HSA=3.07. (4) Drug 1: C1CN1P(=S)(N2CC2)N3CC3. Drug 2: COCCOC1=C(C=C2C(=C1)C(=NC=N2)NC3=CC=CC(=C3)C#C)OCCOC.Cl. Cell line: NCIH23. Synergy scores: CSS=18.2, Synergy_ZIP=0.968, Synergy_Bliss=8.30, Synergy_Loewe=3.82, Synergy_HSA=3.87. (5) Drug 1: C1=CC(=CC=C1CCC2=CNC3=C2C(=O)NC(=N3)N)C(=O)NC(CCC(=O)O)C(=O)O. Drug 2: C1CNP(=O)(OC1)N(CCCl)CCCl. Cell line: M14. Synergy scores: CSS=22.0, Synergy_ZIP=0.0141, Synergy_Bliss=-1.21, Synergy_Loewe=-20.2, Synergy_HSA=-1.56. (6) Drug 1: CCC(=C(C1=CC=CC=C1)C2=CC=C(C=C2)OCCN(C)C)C3=CC=CC=C3.C(C(=O)O)C(CC(=O)O)(C(=O)O)O. Drug 2: CN(CCCl)CCCl.Cl. Cell line: SF-295. Synergy scores: CSS=8.02, Synergy_ZIP=-0.347, Synergy_Bliss=-0.677, Synergy_Loewe=-2.93, Synergy_HSA=-3.07. (7) Drug 1: CS(=O)(=O)CCNCC1=CC=C(O1)C2=CC3=C(C=C2)N=CN=C3NC4=CC(=C(C=C4)OCC5=CC(=CC=C5)F)Cl. Drug 2: C1CCC(C(C1)N)N.C(=O)(C(=O)[O-])[O-].[Pt+4]. Cell line: HS 578T. Synergy scores: CSS=8.56, Synergy_ZIP=-3.08, Synergy_Bliss=-4.05, Synergy_Loewe=-0.195, Synergy_HSA=-1.73.